This data is from Reaction yield outcomes from USPTO patents with 853,638 reactions. The task is: Predict the reaction yield, written as a fraction of the theoretical maximum amount of product (1.0 means a 100% yield; for example, 0.34 means a 34% yield). (1) The reactants are C([O:3][C:4](=[O:28])/[CH:5]=[CH:6]/[C:7]1[CH:12]=[CH:11][C:10]([C:13]#[C:14][C:15]2[CH:20]=[C:19]([CH2:21][N:22]([CH:24]3[CH2:26][CH2:25]3)[CH3:23])[CH:18]=[CH:17][C:16]=2[CH3:27])=[CH:9][CH:8]=1)C.[OH-].[K+].Cl. The catalyst is C(O)C.O1CCCC1. The product is [CH:24]1([N:22]([CH2:21][C:19]2[CH:18]=[CH:17][C:16]([CH3:27])=[C:15]([C:14]#[C:13][C:10]3[CH:9]=[CH:8][C:7](/[CH:6]=[CH:5]/[C:4]([OH:28])=[O:3])=[CH:12][CH:11]=3)[CH:20]=2)[CH3:23])[CH2:25][CH2:26]1. The yield is 0.550. (2) The yield is 0.600. The reactants are [CH3:1][CH2:2][CH2:3][CH2:4][NH:5][C:6]1[CH:7]=[C:8]([C:23]([OH:25])=[O:24])[CH:9]=[C:10]([S:19]([NH2:22])(=[O:21])=[O:20])[C:11]=1[O:12][C:13]1[CH:14]=[CH:15][CH:16]=[CH:17][CH:18]=1.Cl[CH2:27][C:28]([N:30]([CH3:32])[CH3:31])=[O:29].C(N(CC)CC)C.[I-].[Na+]. The catalyst is CN(C)C=O. The product is [NH2:22][S:19]([C:10]1[CH:9]=[C:8]([CH:7]=[C:6]([NH:5][CH2:4][CH2:3][CH2:2][CH3:1])[C:11]=1[O:12][C:13]1[CH:18]=[CH:17][CH:16]=[CH:15][CH:14]=1)[C:23]([O:25][CH2:27][C:28]([N:30]([CH3:32])[CH3:31])=[O:29])=[O:24])(=[O:21])=[O:20]. (3) The reactants are [Cl:1][C:2]1[N:7]=[C:6]([C:8](Cl)=[O:9])[CH:5]=[N:4][CH:3]=1.C(N(CC)CC)C.[NH2:18][C:19]1[CH:24]=[CH:23][CH:22]=[C:21]([CH3:25])[CH:20]=1. The catalyst is C(Cl)Cl.Cl. The product is [Cl:1][C:2]1[N:7]=[C:6]([C:8]([NH:18][C:19]2[CH:20]=[C:21]([CH3:25])[CH:22]=[CH:23][CH:24]=2)=[O:9])[CH:5]=[N:4][CH:3]=1. The yield is 0.830.